This data is from Peptide-MHC class II binding affinity with 134,281 pairs from IEDB. The task is: Regression. Given a peptide amino acid sequence and an MHC pseudo amino acid sequence, predict their binding affinity value. This is MHC class II binding data. (1) The MHC is DRB1_0701 with pseudo-sequence DRB1_0701. The binding affinity (normalized) is 0.573. The peptide sequence is AFKVAATAWNAAPAN. (2) The peptide sequence is HVEKGSNPNYLALLV. The MHC is HLA-DQA10301-DQB10302 with pseudo-sequence HLA-DQA10301-DQB10302. The binding affinity (normalized) is 0.236. (3) The peptide sequence is EAVRHFPRPWLHGL. The MHC is HLA-DQA10102-DQB10502 with pseudo-sequence HLA-DQA10102-DQB10502. The binding affinity (normalized) is 0.